Dataset: Reaction yield outcomes from USPTO patents with 853,638 reactions. Task: Predict the reaction yield, written as a fraction of the theoretical maximum amount of product (1.0 means a 100% yield; for example, 0.34 means a 34% yield). (1) The reactants are [OH:1][C@@H:2]1[C@H:6]([OH:7])[C@@H:5]([CH2:8][OH:9])[NH:4][C@H:3]1[C:10]1[C:14]2[N:15]=[CH:16][NH:17][C:18](=[O:19])[C:13]=2[NH:12][CH:11]=1.C(N(CC)CC)C.[CH3:27][C:28]([O:31][C:32](O[C:32]([O:31][C:28]([CH3:30])([CH3:29])[CH3:27])=[O:33])=[O:33])([CH3:30])[CH3:29]. The catalyst is O.CO. The product is [OH:7][C@H:6]1[C@@H:2]([OH:1])[C@H:3]([C:10]2[C:14]3[N:15]=[CH:16][NH:17][C:18](=[O:19])[C:13]=3[NH:12][CH:11]=2)[N:4]([C:32]([O:31][C:28]([CH3:30])([CH3:29])[CH3:27])=[O:33])[C@@H:5]1[CH2:8][OH:9]. The yield is 1.00. (2) The reactants are [CH3:1]/[C:2](=[CH:8]\[C:9](=[O:11])[CH3:10])/[C:3]([O:5][CH2:6][CH3:7])=[O:4].[BH4-].[Na+].Cl. The catalyst is CO. The product is [OH:11][CH:9]([CH3:10])/[CH:8]=[C:2](\[CH3:1])/[C:3]([O:5][CH2:6][CH3:7])=[O:4]. The yield is 0.790.